This data is from Reaction yield outcomes from USPTO patents with 853,638 reactions. The task is: Predict the reaction yield, written as a fraction of the theoretical maximum amount of product (1.0 means a 100% yield; for example, 0.34 means a 34% yield). (1) The reactants are N(C(OC(C)C)=O)=NC(OC(C)C)=O.C1(P(C2C=CC=CC=2)C2C=CC=CC=2)C=CC=CC=1.[C:34]([O:38][C:39]([N:41]1[CH2:44][CH2:43][C@@H:42]1[CH2:45][OH:46])=[O:40])([CH3:37])([CH3:36])[CH3:35].[Cl:47][C:48]1[N:53]=[CH:52][C:51](O)=[CH:50][CH:49]=1. The catalyst is O1CCCC1. The product is [Cl:47][C:48]1[CH:49]=[CH:50][C:51]([O:46][CH2:45][C@H:42]2[CH2:43][CH2:44][N:41]2[C:39]([O:38][C:34]([CH3:37])([CH3:36])[CH3:35])=[O:40])=[CH:52][N:53]=1. The yield is 0.900. (2) The reactants are [CH2:1]([O:3][C:4]([C:6]1([C:9]2[CH:14]=[CH:13][CH:12]=[C:11](Br)[CH:10]=2)[CH2:8][CH2:7]1)=[O:5])[CH3:2].[CH3:16][C:17]1([CH3:33])[C:21]([CH3:23])([CH3:22])[O:20][B:19]([B:19]2[O:20][C:21]([CH3:23])([CH3:22])[C:17]([CH3:33])([CH3:16])[O:18]2)[O:18]1.C([O-])(=O)C.[K+].O1CCOCC1. The catalyst is [Cl-].[Na+].O.C1C=CC(P(C2C=CC=CC=2)[C-]2C=CC=C2)=CC=1.C1C=CC(P(C2C=CC=CC=2)[C-]2C=CC=C2)=CC=1.Cl[Pd]Cl.[Fe+2].O. The product is [CH2:1]([O:3][C:4]([C:6]1([C:9]2[CH:14]=[CH:13][CH:12]=[C:11]([B:19]3[O:20][C:21]([CH3:23])([CH3:22])[C:17]([CH3:33])([CH3:16])[O:18]3)[CH:10]=2)[CH2:8][CH2:7]1)=[O:5])[CH3:2]. The yield is 0.610.